Dataset: Forward reaction prediction with 1.9M reactions from USPTO patents (1976-2016). Task: Predict the product of the given reaction. (1) Given the reactants [OH:1][C:2]1[CH:11]=[C:10]2[C:5]([CH:6]=[CH:7][CH:8]=[N:9]2)=[CH:4][CH:3]=1.[Br:12]Br, predict the reaction product. The product is: [Br:12][C:11]1[C:2]([OH:1])=[CH:3][CH:4]=[C:5]2[C:10]=1[N:9]=[CH:8][CH:7]=[CH:6]2. (2) Given the reactants [Br:1][C:2]1[CH:7]=[CH:6][C:5]([CH2:8]C#N)=[CH:4][C:3]=1[C:11]([F:14])([F:13])[F:12].S(=O)(=O)(O)O.[C:20](=[O:23])([O-])[O-:21].[Na+].[Na+].Cl, predict the reaction product. The product is: [Br:1][C:2]1[CH:7]=[CH:6][C:5]([CH2:8][C:20]([OH:21])=[O:23])=[CH:4][C:3]=1[C:11]([F:12])([F:13])[F:14]. (3) Given the reactants [Br:1][CH2:2][CH2:3][CH2:4][CH2:5][C:6]1[CH:11]=[CH:10][C:9]([CH2:12][CH2:13][CH2:14][CH3:15])=[CH:8][CH:7]=1.[N:16]1[CH:21]=[CH:20][CH:19]=[CH:18][C:17]=1[CH3:22], predict the reaction product. The product is: [Br-:1].[CH2:12]([C:9]1[CH:10]=[CH:11][C:6]([CH2:5][CH2:4][CH2:3][CH2:2][N+:16]2[CH:21]=[CH:20][CH:19]=[CH:18][C:17]=2[CH3:22])=[CH:7][CH:8]=1)[CH2:13][CH2:14][CH3:15]. (4) Given the reactants [Br:1][C:2]1[CH:3]=[C:4]([OH:9])[CH:5]=[C:6]([Br:8])[CH:7]=1.[CH3:10][O:11][C:12]1[CH:19]=[CH:18][C:15]([CH2:16]Br)=[CH:14][CH:13]=1.C(=O)([O-])[O-].[K+].[K+], predict the reaction product. The product is: [Br:1][C:2]1[CH:3]=[C:4]([O:9][CH2:16][C:15]2[CH:18]=[CH:19][C:12]([O:11][CH3:10])=[CH:13][CH:14]=2)[CH:5]=[C:6]([Br:8])[CH:7]=1. (5) Given the reactants [OH:1][CH2:2][C:3]1[CH:8]=[CH:7][C:6]([C:9]2[C:10]3[NH:14][C:13]([C:15]([C:50]4[C:55]([CH3:56])=[CH:54][C:53]([CH3:57])=[CH:52][C:51]=4[CH3:58])=[C:16]4[N:49]=[C:19]([C:20]([C:41]5[CH:46]=[CH:45][C:44]([CH2:47][OH:48])=[CH:43][CH:42]=5)=[C:21]5[NH:40][C:24](=[C:25]([C:31]6[C:36]([CH3:37])=[CH:35][C:34]([CH3:38])=[CH:33][C:32]=6[CH3:39])[C:26]6[CH:27]=[CH:28][C:29]=2[N:30]=6)[CH:23]=[CH:22]5)[CH:18]=[CH:17]4)=[CH:12][CH:11]=3)=[CH:5][CH:4]=1.[Cr](Cl)([O-])(=O)=O.[NH+]1C=CC=CC=1, predict the reaction product. The product is: [CH:47]([C:44]1[CH:45]=[CH:46][C:41]([C:20]2[C:21]3[NH:40][C:24]([C:25]([C:31]4[C:32]([CH3:39])=[CH:33][C:34]([CH3:38])=[CH:35][C:36]=4[CH3:37])=[C:26]4[N:30]=[C:29]([C:9]([C:6]5[CH:7]=[CH:8][C:3]([CH:2]=[O:1])=[CH:4][CH:5]=5)=[C:10]5[NH:14][C:13](=[C:15]([C:50]6[C:51]([CH3:58])=[CH:52][C:53]([CH3:57])=[CH:54][C:55]=6[CH3:56])[C:16]6[CH:17]=[CH:18][C:19]=2[N:49]=6)[CH:12]=[CH:11]5)[CH:28]=[CH:27]4)=[CH:23][CH:22]=3)=[CH:42][CH:43]=1)=[O:48]. (6) Given the reactants [H-].[Na+].[NH2:3][C:4]1[N:8]2[C:9]([C:13](OCC)=[O:14])=[CH:10][CH:11]=[CH:12][C:7]2=[N:6][C:5]=1[CH3:18], predict the reaction product. The product is: [CH3:18][C:5]1[N:6]=[C:7]2[N:8]3[C:4]=1[NH:3][C:13](=[O:14])[C:9]3=[CH:10][CH:11]=[CH:12]2.